This data is from Forward reaction prediction with 1.9M reactions from USPTO patents (1976-2016). The task is: Predict the product of the given reaction. (1) Given the reactants Br[C:2]1[CH:11]=[C:10]2[C:5]([CH:6]=[C:7]([NH2:12])[N:8]=[CH:9]2)=[CH:4][CH:3]=1.[CH3:13][C:14]1[CH:22]=[CH:21][C:17]([C:18]([OH:20])=[O:19])=[CH:16][C:15]=1B1OC(C)(C)C(C)O1.C(=O)([O-])[O-].[K+].[K+].C(O)(=O)CC(CC(O)=O)(C(O)=O)O, predict the reaction product. The product is: [NH2:12][C:7]1[N:8]=[CH:9][C:10]2[C:5]([CH:6]=1)=[CH:4][CH:3]=[C:2]([C:15]1[CH:16]=[C:17]([CH:21]=[CH:22][C:14]=1[CH3:13])[C:18]([OH:20])=[O:19])[CH:11]=2. (2) Given the reactants [Cl:1][C:2]1[N:3]=[N:4][C:5](Cl)=[CH:6][CH:7]=1.[CH2:9]([OH:16])[C:10]1[CH:15]=[CH:14][CH:13]=[CH:12][CH:11]=1, predict the reaction product. The product is: [CH2:9]([O:16][C:5]1[N:4]=[N:3][C:2]([Cl:1])=[CH:7][CH:6]=1)[C:10]1[CH:15]=[CH:14][CH:13]=[CH:12][CH:11]=1. (3) Given the reactants [Cl:1][C:2]1[CH:7]=[CH:6][CH:5]=[C:4]([Cl:8])[C:3]=1[S:9][CH2:10][C:11]1[C:15]([C:16](OC)=[O:17])=[C:14]([CH:20]([CH3:22])[CH3:21])[O:13][N:12]=1.[H-].C([Al+]CC(C)C)C(C)C.C1(C)C=CC=CC=1.[C@H](O)(C([O-])=O)[C@@H](O)C([O-])=O.[Na+].[K+], predict the reaction product. The product is: [Cl:8][C:4]1[CH:5]=[CH:6][CH:7]=[C:2]([Cl:1])[C:3]=1[S:9][CH2:10][C:11]1[C:15]([CH2:16][OH:17])=[C:14]([CH:20]([CH3:22])[CH3:21])[O:13][N:12]=1. (4) Given the reactants [O:1]1[C:5]2([CH2:10][CH2:9][C:8](=O)[CH2:7][CH2:6]2)[O:4][CH2:3][CH2:2]1.[F:12][C:13]1[CH:18]=[CH:17][C:16]([Mg]Cl)=[CH:15][CH:14]=1.[CH3:21][N:22](C)[C:23]1(C2C=CC=CC=2)CCC2(CCNCC2)CC1, predict the reaction product. The product is: [F:12][C:13]1[CH:18]=[C:17]([C:8]2([N:22]([CH3:23])[CH3:21])[CH2:9][CH2:10][C:5]3([O:4][CH2:3][CH2:2][O:1]3)[CH2:6][CH2:7]2)[CH:16]=[CH:15][CH:14]=1. (5) Given the reactants [C:1]([O:5][C:6]([N:8]([C:32]([O:34][C:35]([CH3:38])([CH3:37])[CH3:36])=[O:33])[C:9]1[C:18]2[C:13](=[CH:14][C:15]([NH:19][CH:20]([C:25]3[CH:30]=[CH:29][CH:28]=[C:27]([Br:31])[CH:26]=3)[C:21]([O:23]C)=[O:22])=[CH:16][CH:17]=2)[CH:12]=[CH:11][N:10]=1)=[O:7])([CH3:4])([CH3:3])[CH3:2].O.[OH-].[Li+].CO, predict the reaction product. The product is: [C:1]([O:5][C:6]([N:8]([C:32]([O:34][C:35]([CH3:38])([CH3:37])[CH3:36])=[O:33])[C:9]1[C:18]2[C:13](=[CH:14][C:15]([NH:19][CH:20]([C:25]3[CH:30]=[CH:29][CH:28]=[C:27]([Br:31])[CH:26]=3)[C:21]([OH:23])=[O:22])=[CH:16][CH:17]=2)[CH:12]=[CH:11][N:10]=1)=[O:7])([CH3:4])([CH3:3])[CH3:2]. (6) The product is: [Br:16][C:15]1[S:14][C:13]([S:17]([N:28]2[CH2:32][CH2:31][CH:30]([OH:33])[CH2:29]2)(=[O:19])=[O:18])=[CH:12][C:11]=1[C:7]1[S:6][C:5]([NH:4][C:1](=[O:3])[CH3:2])=[N:9][C:8]=1[CH3:10]. Given the reactants [C:1]([NH:4][C:5]1[S:6][C:7]([C:11]2[CH:12]=[C:13]([S:17](Cl)(=[O:19])=[O:18])[S:14][C:15]=2[Br:16])=[C:8]([CH3:10])[N:9]=1)(=[O:3])[CH3:2].C(N(CC)CC)C.[NH:28]1[CH2:32][CH2:31][CH:30]([OH:33])[CH2:29]1.CN(C=O)C, predict the reaction product. (7) Given the reactants [NH2:1][C:2]1[CH:3]=[N:4][N:5]([CH:7]2[CH2:12][CH2:11][N:10]([C:13]([O:15][C:16]([CH3:19])([CH3:18])[CH3:17])=[O:14])[CH2:9][CH2:8]2)[CH:6]=1.Cl[C:21]1[N:26]=[C:25]([NH:27][C:28]2[CH:33]=[CH:32][CH:31]=[C:30]([N+:34]([O-:36])=[O:35])[CH:29]=2)[C:24]([Cl:37])=[CH:23][N:22]=1.C([O-])([O-])=O.[K+].[K+], predict the reaction product. The product is: [Cl:37][C:24]1[C:25]([NH:27][C:28]2[CH:33]=[CH:32][CH:31]=[C:30]([N+:34]([O-:36])=[O:35])[CH:29]=2)=[N:26][C:21]([NH:1][C:2]2[CH:3]=[N:4][N:5]([CH:7]3[CH2:8][CH2:9][N:10]([C:13]([O:15][C:16]([CH3:19])([CH3:18])[CH3:17])=[O:14])[CH2:11][CH2:12]3)[CH:6]=2)=[N:22][CH:23]=1. (8) Given the reactants [CH3:1][O:2][C:3]([C:5]1[CH:6]=[N:7][C:8]([O:12][CH:13]2[CH2:17][CH2:16][CH2:15][CH2:14]2)=[C:9](Br)[CH:10]=1)=[O:4].[Cl:18][C:19]1[CH:24]=[CH:23][C:22]([C:25]([F:28])([F:27])[F:26])=[CH:21][C:20]=1B(O)O.C1(P(C2C=CC=CC=2)C2C=CC=CC=2)C=CC=CC=1.C(N(CC)CC)C, predict the reaction product. The product is: [CH3:1][O:2][C:3]([C:5]1[CH:6]=[N:7][C:8]([O:12][CH:13]2[CH2:17][CH2:16][CH2:15][CH2:14]2)=[C:9]([C:20]2[CH:21]=[C:22]([C:25]([F:27])([F:28])[F:26])[CH:23]=[CH:24][C:19]=2[Cl:18])[CH:10]=1)=[O:4].